Dataset: Full USPTO retrosynthesis dataset with 1.9M reactions from patents (1976-2016). Task: Predict the reactants needed to synthesize the given product. Given the product [CH2:1]([NH:3][C:4]([NH:6][C:7]1[CH:8]=[CH:9][C:10]([C:13]2[N:14]=[C:15]([N:23]3[CH2:28][CH2:27][O:26][CH2:25][C@@H:24]3[CH2:29][CH3:30])[C:16]3[CH2:22][CH2:21][N:20]([CH:39]4[CH2:40][CH2:41][O:36][CH2:37][CH2:38]4)[CH2:19][C:17]=3[N:18]=2)=[CH:11][CH:12]=1)=[O:5])[CH3:2], predict the reactants needed to synthesize it. The reactants are: [CH2:1]([NH:3][C:4]([NH:6][C:7]1[CH:12]=[CH:11][C:10]([C:13]2[N:14]=[C:15]([N:23]3[CH2:28][CH2:27][O:26][CH2:25][CH:24]3[CH2:29][CH3:30])[C:16]3[CH2:22][CH2:21][NH:20][CH2:19][C:17]=3[N:18]=2)=[CH:9][CH:8]=1)=[O:5])[CH3:2].CN(C)C=O.[O:36]1[CH2:41][CH2:40][C:39](=O)[CH2:38][CH2:37]1.C(O[BH-](OC(=O)C)OC(=O)C)(=O)C.[Na+].